This data is from Forward reaction prediction with 1.9M reactions from USPTO patents (1976-2016). The task is: Predict the product of the given reaction. (1) Given the reactants Br[CH:2]([C:23]1[CH:28]=[CH:27][CH:26]=[CH:25][CH:24]=1)[C:3]([C:5]1[CH:10]=[CH:9][C:8]([C:11]2([NH:15][C:16](=[O:22])[O:17][C:18]([CH3:21])([CH3:20])[CH3:19])[CH2:14][CH2:13][CH2:12]2)=[CH:7][CH:6]=1)=O.[Br:29][C:30]1[N:31]=[C:32]([O:37][CH3:38])[C:33]([NH2:36])=[N:34][CH:35]=1.C(N(C(C)C)CC)(C)C, predict the reaction product. The product is: [Br:29][C:30]1[N:31]=[C:32]([O:37][CH3:38])[C:33]2[N:34]([C:2]([C:23]3[CH:24]=[CH:25][CH:26]=[CH:27][CH:28]=3)=[C:3]([C:5]3[CH:10]=[CH:9][C:8]([C:11]4([NH:15][C:16](=[O:22])[O:17][C:18]([CH3:20])([CH3:19])[CH3:21])[CH2:14][CH2:13][CH2:12]4)=[CH:7][CH:6]=3)[N:36]=2)[CH:35]=1. (2) Given the reactants [CH3:1][C:2]1([CH3:12])[O:6][C:5](=[CH:7][C:8](Cl)=[O:9])[C:4](=[O:11])[O:3]1.[F:13][C:14]1[CH:23]=[CH:22][C:17]([CH2:18][NH:19][O:20][CH3:21])=[CH:16][C:15]=1[CH3:24], predict the reaction product. The product is: [CH3:1][C:2]1([CH3:12])[O:6][C:5](=[CH:7][C:8]([N:19]([CH2:18][C:17]2[CH:22]=[CH:23][C:14]([F:13])=[C:15]([CH3:24])[CH:16]=2)[O:20][CH3:21])=[O:9])[C:4](=[O:11])[O:3]1. (3) Given the reactants [O:1]=[C:2]([NH:20][CH2:21][CH2:22][CH2:23][CH2:24][NH:25][C:26](=[O:40])[NH:27][CH2:28][CH2:29][O:30][CH2:31][CH2:32][O:33][CH2:34][CH2:35][NH:36]C(=O)[O-])[NH:3][CH2:4][CH2:5][O:6][CH2:7][CH2:8][O:9][CH2:10][CH2:11][NH:12]C(=O)OC(C)(C)C.[ClH:41], predict the reaction product. The product is: [ClH:41].[ClH:41].[CH2:24]([NH:25][C:26]([NH:27][CH2:28][CH2:29][O:30][CH2:31][CH2:32][O:33][CH2:34][CH2:35][NH2:36])=[O:40])[CH2:23][CH2:22][CH2:21][NH:20][C:2]([NH:3][CH2:4][CH2:5][O:6][CH2:7][CH2:8][O:9][CH2:10][CH2:11][NH2:12])=[O:1]. (4) The product is: [CH3:1][N:2]([CH3:20])[C:3]1[S:4][C@H:5]2[O:11][C@H:10]([C@H:12]([O:17][CH3:22])[C:13]([F:16])([F:14])[F:15])[C@@H:9]([OH:18])[C@H:8]([OH:19])[C@H:6]2[N:7]=1. Given the reactants [CH3:1][N:2]([CH3:20])[C:3]1[S:4][C@H:5]2[O:11][C@H:10]([C@H:12]([OH:17])[C:13]([F:16])([F:15])[F:14])[C@@H:9]([OH:18])[C@H:8]([OH:19])[C@H:6]2[N:7]=1.[Li+].[CH3:22][Si]([N-][Si](C)(C)C)(C)C.CI, predict the reaction product. (5) Given the reactants [CH3:1][C:2]1[CH:7]=[CH:6][CH:5]=[C:4]([C:8]#[C:9][CH:10]=[C:11]2[CH2:16][CH2:15][N:14](C3C=NC=C(C(F)(F)F)C=3)[CH2:13][CH2:12]2)[N:3]=1.Cl[C:28]1[N:35]=[CH:34][C:33]([C:36]2[CH:41]=[CH:40][CH:39]=[CH:38][CH:37]=2)=[CH:32][C:29]=1[C:30]#[N:31], predict the reaction product. The product is: [CH3:1][C:2]1[N:3]=[C:4]([C:8]#[C:9][CH:10]=[C:11]2[CH2:12][CH2:13][N:14]([C:28]3[N:35]=[CH:34][C:33]([C:36]4[CH:41]=[CH:40][CH:39]=[CH:38][CH:37]=4)=[CH:32][C:29]=3[C:30]#[N:31])[CH2:15][CH2:16]2)[CH:5]=[CH:6][CH:7]=1. (6) Given the reactants CON(C)[C:4](=[O:18])[C:5]1[CH:10]=[C:9]([CH3:11])[C:8]([O:12][CH2:13][C:14]([F:17])([F:16])[F:15])=[CH:7][N:6]=1.[H-].[Al+3].[Li+].[H-].[H-].[H-], predict the reaction product. The product is: [CH3:11][C:9]1[C:8]([O:12][CH2:13][C:14]([F:17])([F:15])[F:16])=[CH:7][N:6]=[C:5]([CH:4]=[O:18])[CH:10]=1. (7) Given the reactants [O:1]=[C:2]1[CH:7]=[CH:6][N:5]2[N:8]=[CH:9][CH:10]=[C:4]2[N:3]1[CH2:11][C:12]([OH:14])=O.[Cl:15][C:16]1[C:17]([C:22]2[NH:26][N:25]=[CH:24][N:23]=2)=[C:18]([NH2:21])[S:19][CH:20]=1, predict the reaction product. The product is: [Cl:15][C:16]1[C:17]([C:22]2[NH:26][N:25]=[CH:24][N:23]=2)=[C:18]([NH:21][C:12](=[O:14])[CH2:11][N:3]2[C:2](=[O:1])[CH:7]=[CH:6][N:5]3[N:8]=[CH:9][CH:10]=[C:4]23)[S:19][CH:20]=1. (8) Given the reactants [Cl:1][C:2]1[CH:3]=[CH:4][C:5]2[N:6]=[CH:7][N:8]=[C:9](OC3CCOCC3)[C:10]=2[N:11]=1.[CH:19]1([NH2:22])[CH2:21][CH2:20]1.CC(C)([O-])C.[Na+], predict the reaction product. The product is: [Cl:1][C:2]1[CH:3]=[CH:4][C:5]2[N:6]=[CH:7][N:8]=[C:9]([NH:22][CH:19]3[CH2:21][CH2:20]3)[C:10]=2[N:11]=1. (9) Given the reactants [Cl:1][C:2]1[C:7]([CH:8]=[CH:9][N+:10]([O-])=O)=[CH:6][CH:5]=[CH:4][C:3]=1[O:13][CH3:14].[H-].[Al+3].[Li+].[H-].[H-].[H-].O.C(OCC)(=O)C, predict the reaction product. The product is: [Cl:1][C:2]1[C:3]([O:13][CH3:14])=[CH:4][CH:5]=[CH:6][C:7]=1[CH2:8][CH2:9][NH2:10].